From a dataset of Forward reaction prediction with 1.9M reactions from USPTO patents (1976-2016). Predict the product of the given reaction. (1) Given the reactants [C:1]([NH:5][S:6]([C:9]1[CH:14]=[CH:13][CH:12]=[C:11]([C:15]2[N:23]3[C:18]([CH:19]=[N:20][C:21](O)=[N:22]3)=[CH:17][CH:16]=2)[CH:10]=1)(=[O:8])=[O:7])([CH3:4])([CH3:3])[CH3:2].[NH:25]1[C:33]2[C:28](=[CH:29][C:30]([NH2:34])=[CH:31][CH:32]=2)[CH:27]=[N:26]1.CN1C2C(=CC=C(N)C=2)C=N1.CN1C2C(=CC(N)=CC=2)C=N1, predict the reaction product. The product is: [C:1]([NH:5][S:6]([C:9]1[CH:14]=[CH:13][CH:12]=[C:11]([C:15]2[N:23]3[C:18]([CH:19]=[N:20][C:21]([NH:34][C:30]4[CH:29]=[C:28]5[C:33](=[CH:32][CH:31]=4)[NH:25][N:26]=[CH:27]5)=[N:22]3)=[CH:17][CH:16]=2)[CH:10]=1)(=[O:8])=[O:7])([CH3:4])([CH3:3])[CH3:2]. (2) Given the reactants [Cl:1][C:2]1[CH:3]=[N:4][C:5]2[N:6]([N:8]=[C:9]([C:11]([OH:13])=O)[CH:10]=2)[CH:7]=1.[CH3:14][CH:15]1[C:24]2[C:19](=[CH:20][CH:21]=[N:22][CH:23]=2)[CH2:18][CH2:17][NH:16]1, predict the reaction product. The product is: [Cl:1][C:2]1[CH:3]=[N:4][C:5]2[N:6]([N:8]=[C:9]([C:11]([N:16]3[CH2:17][CH2:18][C:19]4[C:24](=[CH:23][N:22]=[CH:21][CH:20]=4)[CH:15]3[CH3:14])=[O:13])[CH:10]=2)[CH:7]=1.